This data is from NCI-60 drug combinations with 297,098 pairs across 59 cell lines. The task is: Regression. Given two drug SMILES strings and cell line genomic features, predict the synergy score measuring deviation from expected non-interaction effect. (1) Drug 1: CCC1=CC2CC(C3=C(CN(C2)C1)C4=CC=CC=C4N3)(C5=C(C=C6C(=C5)C78CCN9C7C(C=CC9)(C(C(C8N6C)(C(=O)OC)O)OC(=O)C)CC)OC)C(=O)OC.C(C(C(=O)O)O)(C(=O)O)O. Drug 2: CC1CCC2CC(C(=CC=CC=CC(CC(C(=O)C(C(C(=CC(C(=O)CC(OC(=O)C3CCCCN3C(=O)C(=O)C1(O2)O)C(C)CC4CCC(C(C4)OC)O)C)C)O)OC)C)C)C)OC. Cell line: MCF7. Synergy scores: CSS=40.3, Synergy_ZIP=-1.87, Synergy_Bliss=-2.37, Synergy_Loewe=1.36, Synergy_HSA=3.95. (2) Drug 1: CCN(CC)CCNC(=O)C1=C(NC(=C1C)C=C2C3=C(C=CC(=C3)F)NC2=O)C. Drug 2: CC(C)NC(=O)C1=CC=C(C=C1)CNNC.Cl. Cell line: NCI/ADR-RES. Synergy scores: CSS=0.135, Synergy_ZIP=-0.00755, Synergy_Bliss=-1.16, Synergy_Loewe=1.31, Synergy_HSA=-2.87. (3) Drug 1: CN(CC1=CN=C2C(=N1)C(=NC(=N2)N)N)C3=CC=C(C=C3)C(=O)NC(CCC(=O)O)C(=O)O. Drug 2: CN(CCCl)CCCl.Cl. Cell line: NCI-H522. Synergy scores: CSS=38.7, Synergy_ZIP=-4.10, Synergy_Bliss=-8.14, Synergy_Loewe=-6.64, Synergy_HSA=-5.77. (4) Drug 1: CC1=C(C=C(C=C1)NC2=NC=CC(=N2)N(C)C3=CC4=NN(C(=C4C=C3)C)C)S(=O)(=O)N.Cl. Drug 2: CCC1(C2=C(COC1=O)C(=O)N3CC4=CC5=C(C=CC(=C5CN(C)C)O)N=C4C3=C2)O.Cl. Cell line: OVCAR-8. Synergy scores: CSS=8.95, Synergy_ZIP=-9.26, Synergy_Bliss=0.837, Synergy_Loewe=-18.5, Synergy_HSA=0.962.